This data is from NCI-60 drug combinations with 297,098 pairs across 59 cell lines. The task is: Regression. Given two drug SMILES strings and cell line genomic features, predict the synergy score measuring deviation from expected non-interaction effect. (1) Drug 1: CCN(CC)CCCC(C)NC1=C2C=C(C=CC2=NC3=C1C=CC(=C3)Cl)OC. Drug 2: CN(C(=O)NC(C=O)C(C(C(CO)O)O)O)N=O. Cell line: UACC62. Synergy scores: CSS=11.8, Synergy_ZIP=-3.15, Synergy_Bliss=-2.22, Synergy_Loewe=2.18, Synergy_HSA=-0.248. (2) Drug 1: C1CCN(CC1)CCOC2=CC=C(C=C2)C(=O)C3=C(SC4=C3C=CC(=C4)O)C5=CC=C(C=C5)O. Drug 2: C1=CC=C(C=C1)NC(=O)CCCCCCC(=O)NO. Cell line: OVCAR-5. Synergy scores: CSS=32.4, Synergy_ZIP=-5.44, Synergy_Bliss=-3.68, Synergy_Loewe=-23.1, Synergy_HSA=-6.39. (3) Drug 1: CC(C1=C(C=CC(=C1Cl)F)Cl)OC2=C(N=CC(=C2)C3=CN(N=C3)C4CCNCC4)N. Drug 2: CC12CCC3C(C1CCC2=O)CC(=C)C4=CC(=O)C=CC34C. Cell line: SN12C. Synergy scores: CSS=35.2, Synergy_ZIP=1.31, Synergy_Bliss=1.45, Synergy_Loewe=2.76, Synergy_HSA=3.39. (4) Drug 1: CC12CCC3C(C1CCC2=O)CC(=C)C4=CC(=O)C=CC34C. Drug 2: CC12CCC3C(C1CCC2OP(=O)(O)O)CCC4=C3C=CC(=C4)OC(=O)N(CCCl)CCCl.[Na+]. Cell line: T-47D. Synergy scores: CSS=-10.6, Synergy_ZIP=-9.08, Synergy_Bliss=-27.0, Synergy_Loewe=-32.3, Synergy_HSA=-27.8. (5) Drug 1: C1CCC(CC1)NC(=O)N(CCCl)N=O. Drug 2: C1CN(P(=O)(OC1)NCCCl)CCCl. Cell line: HT29. Synergy scores: CSS=9.39, Synergy_ZIP=-4.50, Synergy_Bliss=2.77, Synergy_Loewe=-13.9, Synergy_HSA=0.588. (6) Drug 1: C1C(C(OC1N2C=NC3=C(N=C(N=C32)Cl)N)CO)O. Drug 2: CCN(CC)CCNC(=O)C1=C(NC(=C1C)C=C2C3=C(C=CC(=C3)F)NC2=O)C. Cell line: HT29. Synergy scores: CSS=3.31, Synergy_ZIP=-2.21, Synergy_Bliss=3.32, Synergy_Loewe=-1.63, Synergy_HSA=-1.09. (7) Drug 1: CCC1=CC2CC(C3=C(CN(C2)C1)C4=CC=CC=C4N3)(C5=C(C=C6C(=C5)C78CCN9C7C(C=CC9)(C(C(C8N6C)(C(=O)OC)O)OC(=O)C)CC)OC)C(=O)OC.C(C(C(=O)O)O)(C(=O)O)O. Drug 2: CN(CC1=CN=C2C(=N1)C(=NC(=N2)N)N)C3=CC=C(C=C3)C(=O)NC(CCC(=O)O)C(=O)O. Cell line: K-562. Synergy scores: CSS=71.3, Synergy_ZIP=-1.41, Synergy_Bliss=-0.989, Synergy_Loewe=-0.355, Synergy_HSA=1.53. (8) Drug 1: C1CCC(C1)C(CC#N)N2C=C(C=N2)C3=C4C=CNC4=NC=N3. Drug 2: CS(=O)(=O)OCCCCOS(=O)(=O)C. Cell line: NCIH23. Synergy scores: CSS=11.7, Synergy_ZIP=-3.09, Synergy_Bliss=-0.0680, Synergy_Loewe=-2.74, Synergy_HSA=0.784. (9) Drug 1: CCC1=C2CN3C(=CC4=C(C3=O)COC(=O)C4(CC)O)C2=NC5=C1C=C(C=C5)O. Drug 2: CC12CCC3C(C1CCC2OP(=O)(O)O)CCC4=C3C=CC(=C4)OC(=O)N(CCCl)CCCl.[Na+]. Cell line: SK-MEL-5. Synergy scores: CSS=58.1, Synergy_ZIP=-1.34, Synergy_Bliss=-4.18, Synergy_Loewe=-16.4, Synergy_HSA=0.842. (10) Drug 1: C1CC(=O)NC(=O)C1N2CC3=C(C2=O)C=CC=C3N. Drug 2: CCN(CC)CCNC(=O)C1=C(NC(=C1C)C=C2C3=C(C=CC(=C3)F)NC2=O)C. Cell line: HCC-2998. Synergy scores: CSS=-1.69, Synergy_ZIP=2.32, Synergy_Bliss=-0.222, Synergy_Loewe=-1.19, Synergy_HSA=-2.18.